From a dataset of Forward reaction prediction with 1.9M reactions from USPTO patents (1976-2016). Predict the product of the given reaction. Given the reactants C([O:3][C:4](=O)[CH2:5][C:6]([C@@H:8]1[CH2:13][CH2:12][N:11]([C:14]([O:16][CH3:17])=[O:15])[C@@H:10]([CH2:18][C:19]2[CH:24]=[CH:23][C:22]([O:25][C:26]([F:29])([F:28])[F:27])=[CH:21][CH:20]=2)[CH2:9]1)=[O:7])C.[OH-].[Na+].[NH2:33]O.Cl, predict the reaction product. The product is: [O:3]=[C:4]1[CH:5]=[C:6]([C@@H:8]2[CH2:13][CH2:12][N:11]([C:14]([O:16][CH3:17])=[O:15])[C@@H:10]([CH2:18][C:19]3[CH:24]=[CH:23][C:22]([O:25][C:26]([F:29])([F:28])[F:27])=[CH:21][CH:20]=3)[CH2:9]2)[O:7][NH:33]1.